This data is from Full USPTO retrosynthesis dataset with 1.9M reactions from patents (1976-2016). The task is: Predict the reactants needed to synthesize the given product. (1) The reactants are: [OH:1][C@H:2]([C@@H:24]([NH:32][C:33](=[O:43])[C@H:34]([CH:40]([CH3:42])[CH3:41])[NH:35][C:36]([O:38][CH3:39])=[O:37])[CH2:25][C:26]1[CH:31]=[CH:30][CH:29]=[CH:28][CH:27]=1)[CH2:3][N:4]([CH2:17][CH:18]1[CH2:23][CH2:22][CH2:21][CH2:20][CH2:19]1)[NH:5][C:6](=[O:16])[C@H:7]([CH:13]([CH3:15])[CH3:14])[NH:8][C:9]([O:11][CH3:12])=[O:10]. Given the product [OH:1][C@H:2]([C@@H:24]([NH:32][C:33](=[O:43])[C@H:34]([CH:40]([CH3:42])[CH3:41])[NH:35][C:36]([O:38][CH3:39])=[O:37])[CH2:25][CH:26]1[CH2:31][CH2:30][CH2:29][CH2:28][CH2:27]1)[CH2:3][N:4]([CH2:17][CH:18]1[CH2:19][CH2:20][CH2:21][CH2:22][CH2:23]1)[NH:5][C:6](=[O:16])[C@H:7]([CH:13]([CH3:14])[CH3:15])[NH:8][C:9]([O:11][CH3:12])=[O:10], predict the reactants needed to synthesize it. (2) The reactants are: C([O:7][C:8]1[CH:13]=[C:12]([CH2:14][CH2:15]OS(C)(=O)=O)[O:11][C:10](=[O:21])[C:9]=1[C:22]1[C:27]([CH3:28])=[CH:26][C:25]([CH3:29])=[CH:24][C:23]=1[CH3:30])(=O)C(C)(C)C.[CH3:31][C:32]1[O:33][CH:34]=[CH:35][C:36]=1[SH:37].C([O-])([O-])=O.[K+].[K+].Cl. Given the product [OH:7][C:8]1[CH:13]=[C:12]([CH2:14][CH2:15][S:37][C:36]2[CH:35]=[CH:34][O:33][C:32]=2[CH3:31])[O:11][C:10](=[O:21])[C:9]=1[C:22]1[C:27]([CH3:28])=[CH:26][C:25]([CH3:29])=[CH:24][C:23]=1[CH3:30], predict the reactants needed to synthesize it. (3) Given the product [CH3:1][C:2]1([CH3:31])[O:6][C@@H:5]([CH2:7][O:8][C:9]2[CH:10]=[CH:11][C:12]3[C:24](=[O:25])[C:23]4[C:22]5[C:17](=[CH:18][C:19]([C:26]6[N:34]=[N:35][NH:36][N:27]=6)=[CH:20][CH:21]=5)[NH:16][C:15]=4[C:14]([CH3:29])([CH3:28])[C:13]=3[CH:30]=2)[CH2:4][O:3]1, predict the reactants needed to synthesize it. The reactants are: [CH3:1][C:2]1([CH3:31])[O:6][C@@H:5]([CH2:7][O:8][C:9]2[CH:10]=[CH:11][C:12]3[C:24](=[O:25])[C:23]4[C:22]5[C:17](=[CH:18][C:19]([C:26]#[N:27])=[CH:20][CH:21]=5)[NH:16][C:15]=4[C:14]([CH3:29])([CH3:28])[C:13]=3[CH:30]=2)[CH2:4][O:3]1.[Cl-].[NH4+].[N-:34]=[N+:35]=[N-:36].[Na+].Cl. (4) Given the product [CH2:1]([O:3][C:4]([C:6]1[C:7]([CH3:26])=[C:8]([C:19]([O:21][C:22]([CH3:25])([CH3:24])[CH3:23])=[O:20])[NH:9][C:10]=1[CH2:11][CH2:12][CH2:13][NH:42][CH2:41][CH2:40][N:35]1[CH2:39][CH2:38][CH2:37][CH2:36]1)=[O:5])[CH3:2], predict the reactants needed to synthesize it. The reactants are: [CH2:1]([O:3][C:4]([C:6]1[C:7]([CH3:26])=[C:8]([C:19]([O:21][C:22]([CH3:25])([CH3:24])[CH3:23])=[O:20])[NH:9][C:10]=1[CH2:11][CH2:12][CH2:13]OS(C)(=O)=O)=[O:5])[CH3:2].C(OCC)(=O)C.CO.[N:35]1([CH2:40][CH2:41][NH2:42])[CH2:39][CH2:38][CH2:37][CH2:36]1. (5) Given the product [Cl:1][C:2]1[CH:11]=[CH:10][CH:9]=[C:8]2[C:3]=1[CH:4]1[C:12](=[O:16])[CH:7]2[CH2:6][CH2:5]1, predict the reactants needed to synthesize it. The reactants are: [Cl:1][C:2]1[CH:11]=[CH:10][CH:9]=[C:8]2[C:3]=1[CH:4]1[C:12](=C(C)C)[CH:7]2[CH2:6][CH2:5]1.[O:16]=[O+][O-].C1C=CC(P(C2C=CC=CC=2)C2C=CC=CC=2)=CC=1.